Dataset: Catalyst prediction with 721,799 reactions and 888 catalyst types from USPTO. Task: Predict which catalyst facilitates the given reaction. (1) Reactant: [C:1]([C:5]1[CH:14]=[CH:13][C:8]([C:9]([O:11][CH3:12])=[O:10])=[C:7]([OH:15])[CH:6]=1)([CH3:4])([CH3:3])[CH3:2].[C:16]([N:23]1[CH2:28][CH2:27][CH:26](O)[CH2:25][CH2:24]1)([O:18][C:19]([CH3:22])([CH3:21])[CH3:20])=[O:17].C1(P(C2C=CC=CC=2)C2C=CC=CC=2)C=CC=CC=1.N(C(OC(C)C)=O)=NC(OC(C)C)=O. Product: [C:19]([O:18][C:16]([N:23]1[CH2:28][CH2:27][CH:26]([O:15][C:7]2[CH:6]=[C:5]([C:1]([CH3:4])([CH3:2])[CH3:3])[CH:14]=[CH:13][C:8]=2[C:9]([O:11][CH3:12])=[O:10])[CH2:25][CH2:24]1)=[O:17])([CH3:22])([CH3:20])[CH3:21]. The catalyst class is: 1. (2) Reactant: CS(O[CH2:6][CH2:7][CH:8]([CH3:12])[CH2:9][C:10]#[CH:11])(=O)=O.[F:13][C:14]([F:24])([F:23])[CH2:15][CH2:16][S:17]([CH2:20][C:21]#[N:22])(=[O:19])=[O:18].[H-].[Na+].Cl. Product: [CH3:12][CH:8]([CH2:9][C:10]#[CH:11])[CH2:7][CH2:6][CH:20]([S:17]([CH2:16][CH2:15][C:14]([F:13])([F:23])[F:24])(=[O:18])=[O:19])[C:21]#[N:22]. The catalyst class is: 16. (3) Reactant: [I:1][C:2]1[CH:24]=[CH:23][C:5]([CH2:6][O:7][CH:8]([C:17]2[N:21]([CH3:22])[CH:20]=[N:19][CH:18]=2)[C:9]2[CH:16]=[CH:15][C:12]([C:13]#[N:14])=[CH:11][CH:10]=2)=[C:4]([N+:25]([O-])=O)[CH:3]=1.O.O.Cl[Sn]Cl.Cl. Product: [NH2:25][C:4]1[CH:3]=[C:2]([I:1])[CH:24]=[CH:23][C:5]=1[CH2:6][O:7][CH:8]([C:17]1[N:21]([CH3:22])[CH:20]=[N:19][CH:18]=1)[C:9]1[CH:16]=[CH:15][C:12]([C:13]#[N:14])=[CH:11][CH:10]=1. The catalyst class is: 5.